From a dataset of Full USPTO retrosynthesis dataset with 1.9M reactions from patents (1976-2016). Predict the reactants needed to synthesize the given product. Given the product [NH2:3][C:4]([C:6]1[CH:7]=[N:8][C:9]2[C:14]([C:15]=1[NH:16][C:17]1[CH:18]=[C:19]([CH:24]=[CH:25][CH:26]=1)[C:20]([OH:22])=[O:21])=[CH:13][C:12]([O:27][CH3:28])=[C:11]([C:29]1[CH:30]=[CH:31][N:32]=[CH:33][CH:34]=1)[CH:10]=2)=[O:5], predict the reactants needed to synthesize it. The reactants are: [OH-].[Na+].[NH2:3][C:4]([C:6]1[CH:7]=[N:8][C:9]2[C:14]([C:15]=1[NH:16][C:17]1[CH:18]=[C:19]([CH:24]=[CH:25][CH:26]=1)[C:20]([O:22]C)=[O:21])=[CH:13][C:12]([O:27][CH3:28])=[C:11]([C:29]1[CH:34]=[CH:33][N:32]=[CH:31][CH:30]=1)[CH:10]=2)=[O:5].Cl.